From a dataset of Reaction yield outcomes from USPTO patents with 853,638 reactions. Predict the reaction yield, written as a fraction of the theoretical maximum amount of product (1.0 means a 100% yield; for example, 0.34 means a 34% yield). (1) The reactants are [CH3:1][S:2]([O:5][C:6]1[CH:11]=[C:10]([CH:12]=[O:13])[CH:9]=[CH:8][C:7]=1[O:14][CH2:15][CH:16]1[CH2:18][CH2:17]1)(=[O:4])=[O:3].S(=O)(=O)([OH:21])N.Cl([O-])=O.[Na+]. The catalyst is C(O)(=O)C.O. The product is [CH:16]1([CH2:15][O:14][C:7]2[CH:8]=[CH:9][C:10]([C:12]([OH:21])=[O:13])=[CH:11][C:6]=2[O:5][S:2]([CH3:1])(=[O:4])=[O:3])[CH2:17][CH2:18]1. The yield is 0.870. (2) The reactants are [CH3:1][NH:2][C:3]1[C:8]([CH2:9][OH:10])=[CH:7][N:6]=[C:5]([S:11][CH3:12])[N:4]=1. The catalyst is C(Cl)Cl.[O-2].[O-2].[Mn+4]. The product is [CH3:1][NH:2][C:3]1[C:8]([CH:9]=[O:10])=[CH:7][N:6]=[C:5]([S:11][CH3:12])[N:4]=1. The yield is 0.910. (3) The reactants are [NH:1]([C:8]1[C:9](=O)[NH:10][CH:11]=[CH:12][CH:13]=1)[C:2]1[CH:7]=[CH:6][CH:5]=[CH:4][CH:3]=1.C([O:17]C1C=CC2C(=CC=CC=2)N1C(OCC)=O)C.[C:33]([C@@]1(C(O)=O)CCCN1OC)([O:35][C:36]([CH3:39])([CH3:38])[CH3:37])=[O:34]. The catalyst is C1(C)C=CC=CC=1. The product is [C:33]([N:10]1[CH2:11][CH2:12][CH2:13][C@H:9]1[C:8]([NH:1][C:2]1[CH:3]=[CH:4][CH:5]=[CH:6][CH:7]=1)=[O:17])([O:35][C:36]([CH3:39])([CH3:38])[CH3:37])=[O:34]. The yield is 0.908. (4) The reactants are Cl.[CH2:2]([O:9][C:10]1[CH:15]=[CH:14][C:13]([NH:16][C:17]2[C:26]3[C:21](=[CH:22][C:23]([F:28])=[C:24](I)[CH:25]=3)[N:20]=[CH:19][N:18]=2)=[CH:12][CH:11]=1)[C:3]1[CH:8]=[CH:7][CH:6]=[CH:5][CH:4]=1.[O:29]1[CH2:33][CH2:32][O:31][CH:30]1[C:34]1[O:38][C:37]([Sn](CCCC)(CCCC)CCCC)=[CH:36][CH:35]=1.C(N(C(C)C)CC)(C)C. The catalyst is CN(C=O)C.Cl[Pd](Cl)([P](C1C=CC=CC=1)(C1C=CC=CC=1)C1C=CC=CC=1)[P](C1C=CC=CC=1)(C1C=CC=CC=1)C1C=CC=CC=1. The product is [CH2:2]([O:9][C:10]1[CH:15]=[CH:14][C:13]([NH:16][C:17]2[C:26]3[C:21](=[CH:22][C:23]([F:28])=[C:24]([C:37]4[O:38][C:34]([CH:30]5[O:31][CH2:32][CH2:33][O:29]5)=[CH:35][CH:36]=4)[CH:25]=3)[N:20]=[CH:19][N:18]=2)=[CH:12][CH:11]=1)[C:3]1[CH:8]=[CH:7][CH:6]=[CH:5][CH:4]=1. The yield is 0.590.